This data is from Full USPTO retrosynthesis dataset with 1.9M reactions from patents (1976-2016). The task is: Predict the reactants needed to synthesize the given product. (1) Given the product [NH2:1][C:2]1[C:6]2[C:7](=[O:30])[N:8]([CH:23]([C:40]([OH:36])([CH3:39])[CH3:31])[CH3:24])[CH:9]=[C:10]([C:11]3[CH:15]=[C:14]([N:16]4[CH2:17][CH2:18][O:19][CH2:20][CH2:21]4)[N:13]([CH3:22])[N:12]=3)[C:5]=2[NH:4][N:3]=1, predict the reactants needed to synthesize it. The reactants are: [NH2:1][C:2]1[C:6]2[C:7](=[O:30])[N:8]([CH:23](C)[C:24](OCC)=O)[CH:9]=[C:10]([C:11]3[CH:15]=[C:14]([N:16]4[CH2:21][CH2:20][O:19][CH2:18][CH2:17]4)[N:13]([CH3:22])[N:12]=3)[C:5]=2[NH:4][N:3]=1.[CH3:31][Mg]Br.[Cl-].[NH4+].[O:36]1[CH2:40][CH2:39]CC1. (2) Given the product [CH3:32][N:27]1[CH2:28][CH2:29][CH:24]([NH:23][C:7]2[CH:6]=[CH:5][C:4]([N+:1]([O-:3])=[O:2])=[CH:22][C:8]=2[C:9]([NH:11][CH2:12][C:13]2[CH:21]=[CH:20][C:16]3[O:17][CH2:18][O:19][C:15]=3[CH:14]=2)=[O:10])[CH2:25][CH2:26]1, predict the reactants needed to synthesize it. The reactants are: [N+:1]([C:4]1[CH:5]=[CH:6][C:7]([NH:23][CH:24]2[CH2:29][CH2:28][NH:27][CH2:26][CH2:25]2)=[C:8]([CH:22]=1)[C:9]([NH:11][CH2:12][C:13]1[CH:21]=[CH:20][C:16]2[O:17][CH2:18][O:19][C:15]=2[CH:14]=1)=[O:10])([O-:3])=[O:2].C=O.[C:32]([BH3-])#N.[Na+]. (3) The reactants are: Cl[C:2]1[N:7]=[CH:6][C:5]([CH2:8][C:9]2[CH:10]=[N:11][C:12]([O:22][CH3:23])=[C:13]([C:15]3[CH:20]=[CH:19][CH:18]=[C:17]([Cl:21])[CH:16]=3)[CH:14]=2)=[CH:4][N:3]=1.C(#N)C.[CH3:27][N:28]([CH3:32])[CH2:29][CH2:30][NH2:31].C(N(C(C)C)C(C)C)C. Given the product [Cl:21][C:17]1[CH:16]=[C:15]([C:13]2[CH:14]=[C:9]([CH2:8][C:5]3[CH:4]=[N:3][C:2]([NH:31][CH2:30][CH2:29][N:28]([CH3:32])[CH3:27])=[N:7][CH:6]=3)[CH:10]=[N:11][C:12]=2[O:22][CH3:23])[CH:20]=[CH:19][CH:18]=1, predict the reactants needed to synthesize it. (4) Given the product [CH3:1][O:2][C:3]([C:5]1[O:9][C:8]([CH3:12])=[C:7]([Br:11])[CH:6]=1)=[O:4], predict the reactants needed to synthesize it. The reactants are: [CH3:1][O:2][C:3]([C:5]1[O:9][C:8](Br)=[C:7]([Br:11])[CH:6]=1)=[O:4].[CH3:12][Zn]Cl.